From a dataset of Full USPTO retrosynthesis dataset with 1.9M reactions from patents (1976-2016). Predict the reactants needed to synthesize the given product. (1) Given the product [NH2:14]/[C:2](/[CH3:11])=[CH:3]\[C:4]([O:6][C:7]([CH3:10])([CH3:9])[CH3:8])=[O:5], predict the reactants needed to synthesize it. The reactants are: O=[C:2]([CH3:11])[CH2:3][C:4]([O:6][C:7]([CH3:10])([CH3:9])[CH3:8])=[O:5].Cl.[OH-].[NH4+:14]. (2) Given the product [F:1][C:2]1[CH:3]=[CH:4][C:5]2[N:6]([CH:8]=[C:9]([C:11]([NH:13][C@H:14]3[CH2:15][CH2:16][C@@H:17]([N:20]4[C:25](=[O:26])[C:24]5[CH:27]=[C:28]([F:31])[CH:29]=[N:30][C:23]=5[N:22]([C:32]5[CH:33]=[C:34]([C:38]6[CH:39]=[CH:40][C:41]([CH2:44][N:50]7[CH2:51][CH2:52][C@@H:48]([OH:47])[CH2:49]7)=[CH:42][CH:43]=6)[CH:35]=[CH:36][CH:37]=5)[C:21]4=[O:46])[CH2:18][CH2:19]3)=[O:12])[N:10]=2)[CH:7]=1, predict the reactants needed to synthesize it. The reactants are: [F:1][C:2]1[CH:3]=[CH:4][C:5]2[N:6]([CH:8]=[C:9]([C:11]([NH:13][C@H:14]3[CH2:19][CH2:18][C@@H:17]([N:20]4[C:25](=[O:26])[C:24]5[CH:27]=[C:28]([F:31])[CH:29]=[N:30][C:23]=5[N:22]([C:32]5[CH:33]=[C:34]([C:38]6[CH:43]=[CH:42][C:41]([CH:44]=O)=[CH:40][CH:39]=6)[CH:35]=[CH:36][CH:37]=5)[C:21]4=[O:46])[CH2:16][CH2:15]3)=[O:12])[N:10]=2)[CH:7]=1.[OH:47][C@@H:48]1[CH2:52][CH2:51][NH:50][CH2:49]1.C(O[BH-](OC(=O)C)OC(=O)C)(=O)C.[Na+]. (3) Given the product [F:1][C:2]1[CH:7]=[CH:6][CH:5]=[C:4]([F:8])[C:3]=1[CH:9]([C:10]1[NH:15][CH2:14][CH2:13][N:11]=1)[CH3:12], predict the reactants needed to synthesize it. The reactants are: [F:1][C:2]1[CH:7]=[CH:6][CH:5]=[C:4]([F:8])[C:3]=1[CH:9]([CH3:12])[C:10]#[N:11].[CH2:13](N)[CH2:14][NH2:15]. (4) Given the product [Cl:1][C:2]1[CH:11]=[C:10]2[C:5]([CH:6]=[CH:7][N:8]=[CH:9]2)=[CH:4][C:3]=1[S:12][C@@H:13]1[CH2:18][CH2:17][C@H:16]([NH2:19])[CH2:15][CH2:14]1, predict the reactants needed to synthesize it. The reactants are: [Cl:1][C:2]1[CH:11]=[C:10]2[C:5]([CH:6]=[CH:7][N:8]=[CH:9]2)=[CH:4][C:3]=1[S:12][C@@H:13]1[CH2:18][CH2:17][C@H:16]([N:19]2C(=O)C3C(=CC=CC=3)C2=O)[CH2:15][CH2:14]1.O.NN. (5) Given the product [Cl:29][C:30]1[CH:31]=[C:32]([O:42][C:43]2[C:55]([CH:56]=[CH2:57])=[CH:54][C:46]([C:47]([OH:49])=[O:48])=[C:45]([F:58])[CH:44]=2)[CH:33]=[N:34][C:35]=1[O:36][CH2:37][C:38]([F:39])([F:41])[F:40], predict the reactants needed to synthesize it. The reactants are: ClC1C(OC2C=CC(OC(F)(F)F)=C(Cl)C=2)=CC(F)=C(C=1)C(OC(C)(C)C)=O.[Cl:29][C:30]1[CH:31]=[C:32]([O:42][C:43]2[C:55]([CH:56]=[CH2:57])=[CH:54][C:46]([C:47]([O:49]C(C)(C)C)=[O:48])=[C:45]([F:58])[CH:44]=2)[CH:33]=[N:34][C:35]=1[O:36][CH2:37][C:38]([F:41])([F:40])[F:39]. (6) Given the product [CH2:1]([C:3]1[CH:4]=[CH:5][C:6]([CH:9]2[CH2:14][N:13]([C:27]([O:29][C:30]3[CH:31]=[CH:32][C:33]([N+:36]([O-:38])=[O:37])=[CH:34][CH:35]=3)=[O:28])[CH2:12][CH:11]([C:15]([O:17][CH3:18])=[O:16])[CH2:10]2)=[CH:7][CH:8]=1)[CH3:2], predict the reactants needed to synthesize it. The reactants are: [CH2:1]([C:3]1[CH:8]=[CH:7][C:6]([CH:9]2[CH2:14][NH:13][CH2:12][CH:11]([C:15]([O:17][CH3:18])=[O:16])[CH2:10]2)=[CH:5][CH:4]=1)[CH3:2].C(N(CC)CC)C.Cl[C:27]([O:29][C:30]1[CH:35]=[CH:34][C:33]([N+:36]([O-:38])=[O:37])=[CH:32][CH:31]=1)=[O:28]. (7) Given the product [Cl:26][C:27]1[S:31][C:4]([C:9]2[N:13]3[C:14]4[N:22]=[C:21]([O:23][CH3:24])[CH:20]=[CH:19][C:15]=4[N:16]=[C:17]([CH3:18])[C:12]3=[C:11]([CH3:25])[N:10]=2)=[CH:29][CH:28]=1, predict the reactants needed to synthesize it. The reactants are: ClC1C=[C:4]([C:9]2[N:13]3[C:14]4[N:22]=[C:21]([O:23][CH3:24])[CH:20]=[CH:19][C:15]=4[N:16]=[C:17]([CH3:18])[C:12]3=[C:11]([CH3:25])[N:10]=2)C=C(Cl)C=1.[Cl:26][C:27]1[S:31]C(B(O)O)=[CH:29][CH:28]=1.C([O-])([O-])=O.[K+].[K+].